Dataset: Forward reaction prediction with 1.9M reactions from USPTO patents (1976-2016). Task: Predict the product of the given reaction. (1) Given the reactants Cl[C:2]1[N:10]=[CH:9][CH:8]=[CH:7][C:3]=1[C:4]([OH:6])=O.[Br:11][C:12]1[CH:17]=[C:16](Br)[CH:15]=[C:14]([Br:19])[CH:13]=1.[Br:20][C:21]1[CH:22]=[C:23]([CH:28]=[O:29])[CH:24]=[C:25]([Br:27])[CH:26]=1.Cl.[NH4+].[Cl-], predict the reaction product. The product is: [Br:20][C:21]1[CH:22]=[C:23]([CH:28]=[O:29])[CH:24]=[C:25]([Br:27])[CH:26]=1.[Br:11][C:12]1[CH:17]=[C:16]([C:4]([C:3]2[C:2]([O:29][CH3:28])=[N:10][CH:9]=[CH:8][CH:7]=2)=[O:6])[CH:15]=[C:14]([Br:19])[CH:13]=1. (2) Given the reactants [Cl:1][C:2]1[N:6]([CH3:7])[N:5]=[C:4]([CH3:8])[C:3]=1[CH:9]=[O:10].C(=O)([O-])[O-].[Na+].[Na+].C(OOC1(C(C)(C)C)CCCCC1)(=O)OC1(C(C)(C)C)CCCCC1.[Cl:42]Cl, predict the reaction product. The product is: [Cl:1][C:2]1[N:6]([CH3:7])[N:5]=[C:4]([CH3:8])[C:3]=1[C:9]([Cl:42])=[O:10].